Predict the reaction yield, written as a fraction of the theoretical maximum amount of product (1.0 means a 100% yield; for example, 0.34 means a 34% yield). From a dataset of Reaction yield outcomes from USPTO patents with 853,638 reactions. (1) The reactants are [N:1]12[CH2:8][CH2:7][C:4]([C:9]([O:11][CH2:12][C:13]3[CH:18]=[CH:17][CH:16]=[C:15]([F:19])[CH:14]=3)=[O:10])([CH2:5][CH2:6]1)[CH2:3][CH2:2]2.[Cl:20][CH2:21][C:22]([C:24]1[S:25][CH:26]=[CH:27][CH:28]=1)=[O:23]. The product is [Cl-:20].[F:19][C:15]1[CH:14]=[C:13]([CH:18]=[CH:17][CH:16]=1)[CH2:12][O:11][C:9]([C:4]12[CH2:5][CH2:6][N+:1]([CH2:21][C:22](=[O:23])[C:24]3[S:25][CH:26]=[CH:27][CH:28]=3)([CH2:8][CH2:7]1)[CH2:2][CH2:3]2)=[O:10]. The yield is 0.454. The catalyst is CCOC(C)=O. (2) The reactants are [F:1][C:2]1[CH:7]=[CH:6][C:5]([O:8][CH3:9])=[CH:4][C:3]=1[C:10]1[CH:15]=[CH:14][C:13]([C:16](OC)=[O:17])=[CH:12][C:11]=1[CH:20]1[CH2:24][CH2:23][CH2:22][CH:21]1[CH3:25].[H-].[H-].[H-].[H-].[Li+].[Al+3]. The catalyst is C1COCC1. The product is [F:1][C:2]1[CH:7]=[CH:6][C:5]([O:8][CH3:9])=[CH:4][C:3]=1[C:10]1[CH:15]=[CH:14][C:13]([CH2:16][OH:17])=[CH:12][C:11]=1[CH:20]1[CH2:24][CH2:23][CH2:22][CH:21]1[CH3:25]. The yield is 0.950.